Dataset: Full USPTO retrosynthesis dataset with 1.9M reactions from patents (1976-2016). Task: Predict the reactants needed to synthesize the given product. (1) Given the product [N+:7]([CH:10]([CH3:11])[CH:12]([C:13]1[CH:14]=[N:15][CH:16]=[CH:17][CH:18]=1)[OH:19])([O-:9])=[O:8], predict the reactants needed to synthesize it. The reactants are: [H-].[H-].[H-].[H-].[Li+].[Al+3].[N+:7]([CH2:10][CH3:11])([O-:9])=[O:8].[CH:12](=[O:19])[C:13]1[CH:18]=[CH:17][CH:16]=[N:15][CH:14]=1. (2) The reactants are: [Cl:1][C:2]1[C:11]2[C:6](=[CH:7][CH:8]=[CH:9][CH:10]=2)[C:5]([O:12][C@@H:13]2[C@@H:20]3[C@@H:16]([CH2:17][NH:18][CH2:19]3)[CH2:15][CH2:14]2)=[CH:4][CH:3]=1.C(N(CC)C(C)C)(C)C.[C:30](=O)([O:38]C1C=CC([N+]([O-])=O)=CC=1)[O:31][CH2:32][C:33]1[N:34]=[CH:35][S:36][CH:37]=1.C1CCCCC1. Given the product [Cl:1][C:2]1[C:11]2[C:6](=[CH:7][CH:8]=[CH:9][CH:10]=2)[C:5]([O:12][C@@H:13]2[C@@H:20]3[C@@H:16]([CH2:17][N:18]([C:30]([O:31][CH2:32][C:33]4[N:34]=[CH:35][S:36][CH:37]=4)=[O:38])[CH2:19]3)[CH2:15][CH2:14]2)=[CH:4][CH:3]=1, predict the reactants needed to synthesize it. (3) Given the product [F:16][CH2:15][CH:10]1[CH2:9][NH:8][CH2:13][CH2:12][N:11]1[CH3:14], predict the reactants needed to synthesize it. The reactants are: C([N:8]1[CH2:13][CH2:12][N:11]([CH3:14])[CH:10]([CH2:15][F:16])[CH2:9]1)C1C=CC=CC=1. (4) Given the product [C:1]([C:3]1[CH:4]=[C:5]([C:18]2[CH:19]=[CH:14][CH:15]=[C:16]([CH2:20][N:21]3[CH2:26][CH2:25][N:24]([C:27]([O:29][C:30]([CH3:33])([CH3:32])[CH3:31])=[O:28])[C@@H:23]([CH3:34])[CH2:22]3)[CH:17]=2)[CH:6]=[CH:7][C:8]=1[F:9])#[N:2], predict the reactants needed to synthesize it. The reactants are: [C:1]([C:3]1[CH:4]=[C:5](B(O)O)[CH:6]=[CH:7][C:8]=1[F:9])#[N:2].Br[C:14]1[CH:15]=[C:16]([CH2:20][N:21]2[CH2:26][CH2:25][N:24]([C:27]([O:29][C:30]([CH3:33])([CH3:32])[CH3:31])=[O:28])[C@@H:23]([CH3:34])[CH2:22]2)[CH:17]=[CH:18][CH:19]=1.C([O-])([O-])=O.[Na+].[Na+]. (5) The reactants are: [F:1][C:2]1([F:17])[CH2:7][CH2:6][CH:5]([CH2:8][NH:9]C(=O)OC(C)(C)C)[CH2:4][CH2:3]1.C([SiH](CC)CC)C.[F:25][C:26]([F:31])([F:30])[C:27]([OH:29])=[O:28]. Given the product [F:1][C:2]1([F:17])[CH2:7][CH2:6][CH:5]([CH2:8][NH2:9])[CH2:4][CH2:3]1.[C:27]([OH:29])([C:26]([F:31])([F:30])[F:25])=[O:28], predict the reactants needed to synthesize it. (6) Given the product [CH:37]([C:33]1[CH:32]=[C:31]([C:27]2[CH:28]=[CH:29][CH:30]=[C:25]([S:22]([N:20]([CH3:21])[CH:19]3[C:13]4[CH:12]=[CH:11][CH:10]=[C:9]([O:8][CH2:7][C:6]([OH:40])=[O:5])[C:14]=4[CH2:15][CH2:16][CH2:17][CH2:18]3)(=[O:24])=[O:23])[CH:26]=2)[CH:36]=[CH:35][CH:34]=1)([CH3:39])[CH3:38], predict the reactants needed to synthesize it. The reactants are: C([O:5][C:6](=[O:40])[CH2:7][O:8][C:9]1[C:14]2[CH2:15][CH2:16][CH2:17][CH2:18][CH:19]([N:20]([S:22]([C:25]3[CH:26]=[C:27]([C:31]4[CH:36]=[CH:35][CH:34]=[C:33]([CH:37]([CH3:39])[CH3:38])[CH:32]=4)[CH:28]=[CH:29][CH:30]=3)(=[O:24])=[O:23])[CH3:21])[C:13]=2[CH:12]=[CH:11][CH:10]=1)(C)(C)C.[OH-].[Na+]. (7) The reactants are: S(Cl)(Cl)=O.[C:5]([C:7]1[CH:8]=[C:9]([CH:13]=[CH:14][C:15]=1[O:16][C:17]1[CH:22]=[CH:21][C:20]([F:23])=[CH:19][CH:18]=1)[C:10]([OH:12])=O)#[N:6].[NH2:24][C:25]1[C:30]([NH2:31])=[CH:29][N:28]=[CH:27]C=1.[N:32]1C=CC=CC=1. Given the product [NH2:24][C:25]1[C:30]([NH:31][C:10](=[O:12])[C:9]2[CH:13]=[CH:14][C:15]([O:16][C:17]3[CH:22]=[CH:21][C:20]([F:23])=[CH:19][CH:18]=3)=[C:7]([C:5]#[N:6])[CH:8]=2)=[CH:29][N:28]=[CH:27][N:32]=1, predict the reactants needed to synthesize it. (8) Given the product [CH3:35][O:34][C:29]([C:30]1([CH3:32])[O:24][CH2:23][CH:22]([CH2:21][C:20]2[CH:19]=[CH:18][C:17]([O:16][CH2:15][CH2:14][C:3]3[N:4]=[C:5]([C:7]4[CH:12]=[CH:11][C:10]([CH3:13])=[CH:9][CH:8]=4)[O:6][C:2]=3[CH3:1])=[CH:28][CH:27]=2)[CH2:25][O:26]1)=[O:33], predict the reactants needed to synthesize it. The reactants are: [CH3:1][C:2]1[O:6][C:5]([C:7]2[CH:12]=[CH:11][C:10]([CH3:13])=[CH:9][CH:8]=2)=[N:4][C:3]=1[CH2:14][CH2:15][O:16][C:17]1[CH:28]=[CH:27][C:20]([CH2:21][CH:22]([CH2:25][OH:26])[CH2:23][OH:24])=[CH:19][CH:18]=1.[C:29]([O:34][CH3:35])(=[O:33])[C:30]([CH3:32])=O.C(=O)(O)[O-].[Na+]. (9) Given the product [Cl:22][C:14]1[C:15]([F:21])=[CH:16][CH:17]=[C:18]([O:19][CH3:20])[C:13]=1[C@H:11]([C:10]1[C:4]2[C:5](=[N:6][CH:7]=[C:2]([C:28]3[C:24]([CH3:23])=[N:25][N:26]([C@H:39]4[CH2:40][CH2:41][C@H:42]([C:45]([O:47][CH2:48][CH3:49])=[O:46])[CH2:43][CH2:44]4)[C:27]=3[CH3:38])[CH:3]=2)[NH:8][CH:9]=1)[CH3:12], predict the reactants needed to synthesize it. The reactants are: Br[C:2]1[CH:3]=[C:4]2[C:10]([C@@H:11]([C:13]3[C:18]([O:19][CH3:20])=[CH:17][CH:16]=[C:15]([F:21])[C:14]=3[Cl:22])[CH3:12])=[CH:9][NH:8][C:5]2=[N:6][CH:7]=1.[CH3:23][C:24]1[C:28](B2OC(C)(C)C(C)(C)O2)=[C:27]([CH3:38])[N:26]([C@H:39]2[CH2:44][CH2:43][C@H:42]([C:45]([O:47][CH2:48][CH3:49])=[O:46])[CH2:41][CH2:40]2)[N:25]=1.[F-].[K+].O. (10) Given the product [CH3:1][CH:2]([CH2:16][CH2:17][CH2:18][CH:19]([CH3:31])[CH2:20][CH2:21][CH2:22][CH:23]([CH3:30])[CH2:24][CH2:25][CH2:26][CH:27]([CH3:29])[CH3:28])[CH2:3][CH2:4][CH2:5][C:6]([O:8][CH2:9][C@@H:10]([C@@H:12]([CH2:14][OH:15])[OH:13])[OH:11])=[O:7].[OH2:7], predict the reactants needed to synthesize it. The reactants are: [CH3:1][CH:2]([CH2:16][CH2:17][CH2:18][CH:19]([CH3:31])[CH2:20][CH2:21][CH2:22][CH:23]([CH3:30])[CH2:24][CH2:25][CH2:26][CH:27]([CH3:29])[CH3:28])[CH2:3][CH2:4][CH2:5][C:6]([O:8][CH2:9][C@@H:10]([C@@H:12]([CH2:14][OH:15])[OH:13])[OH:11])=[O:7].